From a dataset of Forward reaction prediction with 1.9M reactions from USPTO patents (1976-2016). Predict the product of the given reaction. (1) The product is: [N:1]1([C:6]2[N:11]=[CH:10][C:9]([CH:12]=[CH:13][CH:14]=[O:15])=[CH:8][CH:7]=2)[CH:5]=[CH:4][CH:3]=[N:2]1. Given the reactants [N:1]1([C:6]2[N:11]=[CH:10][C:9]([CH:12]=[CH:13][CH2:14][OH:15])=[CH:8][CH:7]=2)[CH:5]=[CH:4][CH:3]=[N:2]1, predict the reaction product. (2) Given the reactants [OH-].[K+].[CH3:3][C:4]1[CH:9]=[CH:8][C:7]([C:10]2[N:11]=[C:12]3[CH:17]=[CH:16][C:15]([CH3:18])=[CH:14][N:13]3[C:19]=2[C:20](=O)[C:21]([O:23]CC)=[O:22])=[CH:6][CH:5]=1.NN.C(O)(=O)C, predict the reaction product. The product is: [CH3:3][C:4]1[CH:5]=[CH:6][C:7]([C:10]2[N:11]=[C:12]3[CH:17]=[CH:16][C:15]([CH3:18])=[CH:14][N:13]3[C:19]=2[CH2:20][C:21]([OH:23])=[O:22])=[CH:8][CH:9]=1. (3) Given the reactants [CH3:1][CH2:2]/[CH:3]=[CH:4]\[CH2:5][CH:6]1[C:10](=[O:11])[CH2:9][CH2:8][CH:7]1[CH2:12][C:13]([OH:15])=[O:14].[BH4-].[Na+].O, predict the reaction product. The product is: [OH:11][CH:10]1[CH2:9][CH2:8][C@H:7]([CH2:12][C:13]([OH:15])=[O:14])[C@H:6]1[CH2:5]/[CH:4]=[CH:3]\[CH2:2][CH3:1]. (4) The product is: [NH2:1][C:2]1[N:7]=[CH:6][N:5]=[C:4]2[N:8]([CH:12]([C:14]3[CH:15]=[C:16]4[N:21]([C:22]=3[C:23]3[CH2:24][CH2:25][N:26]([C:29]([O:31][C:32]([CH3:35])([CH3:34])[CH3:33])=[O:30])[CH2:27][CH:28]=3)[CH:20]=[CH:19][CH:18]=[CH:17]4)[CH3:13])[N:9]=[C:10]([C:39]3[CH:40]=[C:41]([OH:43])[CH:42]=[C:37]([F:36])[CH:38]=3)[C:3]=12. Given the reactants [NH2:1][C:2]1[N:7]=[CH:6][N:5]=[C:4]2[N:8]([CH:12]([C:14]3[CH:15]=[C:16]4[N:21]([C:22]=3[C:23]3[CH2:24][CH2:25][N:26]([C:29]([O:31][C:32]([CH3:35])([CH3:34])[CH3:33])=[O:30])[CH2:27][CH:28]=3)[CH:20]=[CH:19][CH:18]=[CH:17]4)[CH3:13])[N:9]=[C:10](I)[C:3]=12.[F:36][C:37]1[CH:38]=[C:39](B(O)O)[CH:40]=[C:41]([OH:43])[CH:42]=1.C(=O)([O-])[O-].[Na+].[Na+], predict the reaction product. (5) Given the reactants [Cl:1][C:2]1[CH:11]=[C:10]([O:12][CH3:13])[CH:9]=[CH:8][C:3]=1[C:4](=[N:6][OH:7])[NH2:5].[Cl:14][C:15]1[C:16]2[N:17]([CH:25]=[C:26]([C:28](O)=O)[N:27]=2)[CH:18]=[C:19]([C:21]([F:24])([F:23])[F:22])[CH:20]=1.CCN=C=NCCCN(C)C.Cl.C1C=CC2N(O)N=NC=2C=1, predict the reaction product. The product is: [Cl:1][C:2]1[CH:11]=[C:10]([O:12][CH3:13])[CH:9]=[CH:8][C:3]=1[C:4]1[N:5]=[C:28]([C:26]2[N:27]=[C:16]3[C:15]([Cl:14])=[CH:20][C:19]([C:21]([F:22])([F:23])[F:24])=[CH:18][N:17]3[CH:25]=2)[O:7][N:6]=1. (6) Given the reactants P(Cl)(Cl)(Cl)=O.[CH2:6]1[C:10]2=[CH:11][C:12]3[CH:13]=[N:14][CH:15]=[CH:16][C:17]=3[N:9]2[CH2:8][CH2:7]1.CN(C)[CH:20]=[O:21], predict the reaction product. The product is: [CH2:6]1[C:10]2=[C:11]([CH:20]=[O:21])[C:12]3[CH:13]=[N:14][CH:15]=[CH:16][C:17]=3[N:9]2[CH2:8][CH2:7]1. (7) Given the reactants [NH:1]1[C:9]2[C:4](=[CH:5][C:6]([NH:10][C:11]3[C:20]4[C:15](=[CH:16][CH:17]=[CH:18][CH:19]=4)[N:14]=[C:13]([C:21]4[CH:22]=[C:23]([CH:29]=[CH:30][CH:31]=4)[O:24][CH2:25][C:26]([OH:28])=O)[N:12]=3)=[CH:7][CH:8]=2)[CH:3]=[N:2]1.C1CN([P+](ON2N=NC3C=CC=CC2=3)(N2CCCC2)N2CCCC2)CC1.F[P-](F)(F)(F)(F)F.CCN(C(C)C)C(C)C.[NH2:74][C@@H:75]1[CH2:79][CH2:78][N:77]([C:80]([O:82][C:83]([CH3:86])([CH3:85])[CH3:84])=[O:81])[CH2:76]1, predict the reaction product. The product is: [NH:1]1[C:9]2[C:4](=[CH:5][C:6]([NH:10][C:11]3[C:20]4[C:15](=[CH:16][CH:17]=[CH:18][CH:19]=4)[N:14]=[C:13]([C:21]4[CH:22]=[C:23]([CH:29]=[CH:30][CH:31]=4)[O:24][CH2:25][C:26]([NH:74][C@@H:75]4[CH2:79][CH2:78][N:77]([C:80]([O:82][C:83]([CH3:86])([CH3:85])[CH3:84])=[O:81])[CH2:76]4)=[O:28])[N:12]=3)=[CH:7][CH:8]=2)[CH:3]=[N:2]1.